This data is from NCI-60 drug combinations with 297,098 pairs across 59 cell lines. The task is: Regression. Given two drug SMILES strings and cell line genomic features, predict the synergy score measuring deviation from expected non-interaction effect. (1) Drug 1: C1=NC2=C(N1)C(=S)N=C(N2)N. Drug 2: CC1C(C(CC(O1)OC2CC(CC3=C2C(=C4C(=C3O)C(=O)C5=CC=CC=C5C4=O)O)(C(=O)C)O)N)O. Cell line: TK-10. Synergy scores: CSS=59.9, Synergy_ZIP=-1.60, Synergy_Bliss=-0.992, Synergy_Loewe=-10.1, Synergy_HSA=1.57. (2) Drug 1: C1=NC(=NC(=O)N1C2C(C(C(O2)CO)O)O)N. Drug 2: C1C(C(OC1N2C=NC3=C2NC=NCC3O)CO)O. Cell line: CCRF-CEM. Synergy scores: CSS=40.5, Synergy_ZIP=9.54, Synergy_Bliss=9.33, Synergy_Loewe=2.87, Synergy_HSA=6.76.